This data is from Clinical trial toxicity outcomes and FDA approval status for drugs. The task is: Regression/Classification. Given a drug SMILES string, predict its toxicity properties. Task type varies by dataset: regression for continuous values (e.g., LD50, hERG inhibition percentage) or binary classification for toxic/non-toxic outcomes (e.g., AMES mutagenicity, cardiotoxicity, hepatotoxicity). Dataset: clintox. (1) The compound is CN(C)C(=[NH2+])NC(N)=[NH2+]. The result is 0 (passed clinical trial). (2) The compound is CC(C)(C)[NH2+]C[C@H](O)COc1nsnc1N1CCOCC1. The result is 0 (passed clinical trial).